This data is from Forward reaction prediction with 1.9M reactions from USPTO patents (1976-2016). The task is: Predict the product of the given reaction. (1) Given the reactants Cl.[Cl:2][C:3]1[CH:4]=[CH:5][C:6]([O:26][CH2:27][CH:28]([CH3:30])[CH3:29])=[C:7]([C:9](F)(F)[C:10]2[S:11][CH:12]=[C:13]([C:15]3[NH:19][C:18]4[CH:20]=[CH:21][CH:22]=[CH:23][C:17]=4[N:16]=3)[N:14]=2)[CH:8]=1.NC1C=C(C=CC=1N)[C:35]([O:37][CH3:38])=[O:36], predict the reaction product. The product is: [Cl:2][C:3]1[CH:4]=[CH:5][C:6]([O:26][CH2:27][CH:28]([CH3:30])[CH3:29])=[C:7]([CH2:9][C:10]2[S:11][CH:12]=[C:13]([C:15]3[NH:19][C:18]4[CH:20]=[CH:21][C:22]([C:35]([O:37][CH3:38])=[O:36])=[CH:23][C:17]=4[N:16]=3)[N:14]=2)[CH:8]=1. (2) The product is: [NH2:8][C:4]1[N:5]=[CH:6][N:7]=[C:2]([NH:18][C@H:19]([C:22]2[N:23]([CH:34]3[CH2:36][CH2:35]3)[C:24](=[O:33])[C:25]3[C:30]([CH:31]=2)=[CH:29][CH:28]=[CH:27][C:26]=3[Cl:32])[CH2:20][CH3:21])[C:3]=1[C:9]1[N:13]=[C:12]([CH2:14][O:15][CH3:16])[N:11]([CH3:17])[N:10]=1. Given the reactants Cl[C:2]1[N:7]=[CH:6][N:5]=[C:4]([NH2:8])[C:3]=1[C:9]1[N:13]=[C:12]([CH2:14][O:15][CH3:16])[N:11]([CH3:17])[N:10]=1.[NH2:18][C@H:19]([C:22]1[N:23]([CH:34]2[CH2:36][CH2:35]2)[C:24](=[O:33])[C:25]2[C:30]([CH:31]=1)=[CH:29][CH:28]=[CH:27][C:26]=2[Cl:32])[CH2:20][CH3:21].CCN(C(C)C)C(C)C.C(Cl)Cl.CO, predict the reaction product. (3) Given the reactants [Cl:1][C:2]1[N:7]=[CH:6][C:5]([NH2:8])=[CH:4][CH:3]=1.[O:9](C(OC(C)(C)C)=O)[C:10]([O:12][C:13]([CH3:16])([CH3:15])[CH3:14])=O.ClC(Cl)C, predict the reaction product. The product is: [C:13]([O:12][C:10](=[O:9])[NH:8][C:5]1[CH:6]=[N:7][C:2]([Cl:1])=[CH:3][CH:4]=1)([CH3:16])([CH3:15])[CH3:14]. (4) Given the reactants [F:1][C:2]1[CH:7]=[C:6]([F:8])[CH:5]=[CH:4][C:3]=1[N:9]1[N:17]=[C:16](N)[C:15]2[CH:14]3[CH2:19][CH:11]([CH2:12][CH2:13]3)[C:10]1=2.N([O-])=O.[Na+].[I-:24].[K+], predict the reaction product. The product is: [I:24][C:16]1[C:15]2[CH:14]3[CH2:19][CH:11]([CH2:12][CH2:13]3)[C:10]=2[N:9]([C:3]2[CH:4]=[CH:5][C:6]([F:8])=[CH:7][C:2]=2[F:1])[N:17]=1. (5) Given the reactants FC(F)(F)C(O)=O.C(OC([N:15]1[CH2:20][C:19](=[O:21])[N:18]([C:22]2[CH:27]=[CH:26][CH:25]=[C:24]([F:28])[C:23]=2[CH3:29])[CH2:17][C:16]1([CH3:31])[CH3:30])=O)(C)(C)C, predict the reaction product. The product is: [CH3:30][C:16]1([CH3:31])[CH2:17][N:18]([C:22]2[CH:27]=[CH:26][CH:25]=[C:24]([F:28])[C:23]=2[CH3:29])[C:19](=[O:21])[CH2:20][NH:15]1. (6) Given the reactants Br[CH2:2][CH:3]1[CH2:5][CH2:4]1.CN(C=O)C.[CH:11]1([C:14]2[CH:15]=[C:16]([CH:19]=[C:20]([O:23][CH2:24][CH3:25])[C:21]=2[OH:22])[CH:17]=[O:18])[CH2:13][CH2:12]1.C(=O)([O-])[O-].[K+].[K+], predict the reaction product. The product is: [CH:11]1([C:14]2[CH:15]=[C:16]([CH:19]=[C:20]([O:23][CH2:24][CH3:25])[C:21]=2[O:22][CH2:2][CH:3]2[CH2:5][CH2:4]2)[CH:17]=[O:18])[CH2:12][CH2:13]1. (7) The product is: [CH2:35]([O:18][C:17]([C:6]1[C:7](=[O:16])[C:8]2[C:13](=[CH:12][C:11]([O:14][S:22]([C:21]([F:34])([F:33])[F:20])(=[O:24])=[O:23])=[C:10]([F:15])[CH:9]=2)[N:4]([CH:1]2[CH2:2][CH2:3]2)[CH:5]=1)=[O:19])[C:36]1[CH:41]=[CH:40][CH:39]=[CH:38][CH:37]=1. Given the reactants [CH:1]1([N:4]2[C:13]3[C:8](=[CH:9][C:10]([F:15])=[C:11]([OH:14])[CH:12]=3)[C:7](=[O:16])[C:6]([C:17]([O-:19])=[O:18])=[CH:5]2)[CH2:3][CH2:2]1.[F:20][C:21]([F:34])([F:33])[S:22](O[S:22]([C:21]([F:34])([F:33])[F:20])(=[O:24])=[O:23])(=[O:24])=[O:23].[CH2:35](O)[C:36]1[CH:41]=[CH:40][CH:39]=[CH:38][CH:37]=1.O, predict the reaction product. (8) Given the reactants CC(C)N=C=NC(C)C.[Cl:10][C:11]1[CH:24]=[CH:23][C:14]([CH2:15][NH:16][C:17](=[O:22])[C:18]([CH3:21])([CH3:20])[CH3:19])=[CH:13][C:12]=1[NH:25][C:26]([NH:28][C:29]1[CH:30]=[C:31]([C:42](=[O:54])[NH:43][C@H:44]2[CH2:49][CH2:48][C@H:47]([C:50]([F:53])([F:52])[F:51])[CH2:46][CH2:45]2)[C:32]([O:37][CH2:38][CH:39]([F:41])[F:40])=[N:33][C:34]=1[NH:35][CH3:36])=S, predict the reaction product. The product is: [Cl:10][C:11]1[CH:24]=[CH:23][C:14]([CH2:15][NH:16][C:17](=[O:22])[C:18]([CH3:21])([CH3:20])[CH3:19])=[CH:13][C:12]=1[NH:25][C:26]1[N:35]([CH3:36])[C:34]2=[N:33][C:32]([O:37][CH2:38][CH:39]([F:41])[F:40])=[C:31]([C:42](=[O:54])[NH:43][C@H:44]3[CH2:49][CH2:48][C@H:47]([C:50]([F:53])([F:52])[F:51])[CH2:46][CH2:45]3)[CH:30]=[C:29]2[N:28]=1. (9) The product is: [C:1]([C:3]1[CH:4]=[CH:5][C:6]([N:9]2[C:13]([C:14]3[CH:19]=[CH:18][C:17]([CH3:20])=[CH:16][CH:15]=3)=[CH:12][C:11]([N:21]([CH2:30][CH:31]3[C@@H:32]4[C@H:36]3[CH2:35][N:34]([C:37]([O:39][C:40]([CH3:41])([CH3:43])[CH3:42])=[O:38])[CH2:33]4)[C:22]([O:23][C:24]([CH3:25])([CH3:27])[CH3:26])=[O:28])=[N:10]2)=[CH:7][CH:8]=1)#[N:2]. Given the reactants [C:1]([C:3]1[CH:8]=[CH:7][C:6]([N:9]2[C:13]([C:14]3[CH:19]=[CH:18][C:17]([CH3:20])=[CH:16][CH:15]=3)=[CH:12][C:11]([NH:21][C:22](=[O:28])[O:23][C:24]([CH3:27])([CH3:26])[CH3:25])=[N:10]2)=[CH:5][CH:4]=1)#[N:2].Cl[CH2:30][CH:31]1[C@@H:36]2[C@H:32]1[CH2:33][N:34]([C:37]([O:39][C:40]([CH3:43])([CH3:42])[CH3:41])=[O:38])[CH2:35]2.C([O-])([O-])=O.[Cs+].[Cs+], predict the reaction product.